From a dataset of Reaction yield outcomes from USPTO patents with 853,638 reactions. Predict the reaction yield, written as a fraction of the theoretical maximum amount of product (1.0 means a 100% yield; for example, 0.34 means a 34% yield). (1) The reactants are [CH3:1][CH:2]1[CH2:7][CH2:6][C:5](=O)[CH:4]([CH2:9][C:10](=O)[C:11]2[CH:16]=[CH:15][CH:14]=[CH:13][N:12]=2)[CH2:3]1.[NH2:18][C:19]1[CH:27]=[CH:26][C:22]([C:23]([OH:25])=[O:24])=[CH:21][CH:20]=1. No catalyst specified. The product is [CH3:1][CH:2]1[CH2:7][CH2:6][C:5]2[N:18]([C:19]3[CH:27]=[CH:26][C:22]([C:23]([OH:25])=[O:24])=[CH:21][CH:20]=3)[C:10]([C:11]3[CH:16]=[CH:15][CH:14]=[CH:13][N:12]=3)=[CH:9][C:4]=2[CH2:3]1. The yield is 0.650. (2) The reactants are [C:1]1(N=C=O)[CH:6]=[CH:5][CH:4]=CC=1.[CH2:10]([NH:12][C:13](=[O:31])[O:14][CH:15]1[CH2:20][C:19]([CH3:22])([CH3:21])[N:18]([O:23][C:24](=[O:28])[NH:25][CH2:26][CH3:27])[C:17]([CH3:30])([CH3:29])[CH2:16]1)[CH3:11]. No catalyst specified. The product is [C:10]1([NH:12][C:13](=[O:31])[O:14][CH:15]2[CH2:20][C:19]([CH3:22])([CH3:21])[N:18]([O:23][C:24](=[O:28])[NH:25][C:26]3[CH:4]=[CH:5][CH:6]=[CH:1][CH:27]=3)[C:17]([CH3:29])([CH3:30])[CH2:16]2)[CH:1]=[CH:6][CH:5]=[CH:4][CH:11]=1. The yield is 0.640. (3) The reactants are [Cl:1][C:2]([F:16])([F:15])[C:3]1[N:8]=[C:7]([NH2:9])[CH:6]=[C:5]([C:10]2[O:11][CH:12]=[CH:13][CH:14]=2)[CH:4]=1.Br[CH2:18][C:19](=O)[C:20]([O:22][CH2:23][CH3:24])=[O:21]. The catalyst is CN(C=O)C. The product is [CH2:23]([O:22][C:20]([C:19]1[N:9]=[C:7]2[CH:6]=[C:5]([C:10]3[O:11][CH:12]=[CH:13][CH:14]=3)[CH:4]=[C:3]([C:2]([Cl:1])([F:15])[F:16])[N:8]2[CH:18]=1)=[O:21])[CH3:24]. The yield is 0.530.